The task is: Predict the product of the given reaction.. This data is from Forward reaction prediction with 1.9M reactions from USPTO patents (1976-2016). (1) Given the reactants [Si]([O:8][CH2:9][C:10]1[C:15]([Cl:16])=[CH:14][C:13]([C:17]2[CH:18]([CH3:30])[CH2:19][N:20]([C:23]([O:25][C:26]([CH3:29])([CH3:28])[CH3:27])=[O:24])[CH2:21][CH:22]=2)=[CH:12][N:11]=1)(C(C)(C)C)(C)C.[F-].C([N+](CCCC)(CCCC)CCCC)CCC.O1CCCC1.C(OCC)(=O)C, predict the reaction product. The product is: [Cl:16][C:15]1[C:10]([CH2:9][OH:8])=[N:11][CH:12]=[C:13]([C:17]2[CH:18]([CH3:30])[CH2:19][N:20]([C:23]([O:25][C:26]([CH3:27])([CH3:28])[CH3:29])=[O:24])[CH2:21][CH:22]=2)[CH:14]=1. (2) Given the reactants O.C1(C)C=CC(S(O)(=O)=O)=CC=1.[Br:13][C:14]1[C:15](O)=[C:16]([NH:31][C:32](=[O:37])[C:33]([CH3:36])([CH3:35])[CH3:34])[C:17]([C:29]#[N:30])=[C:18]([CH3:28])[C:19]=1[CH:20]=[CH:21][C:22]1[CH:27]=[CH:26][CH:25]=[CH:24][CH:23]=1.O.C(=O)(O)[O-].[Na+], predict the reaction product. The product is: [Br:13][C:14]1[C:19]([CH:20]=[CH:21][C:22]2[CH:23]=[CH:24][CH:25]=[CH:26][CH:27]=2)=[C:18]([CH3:28])[C:17]([C:29]#[N:30])=[C:16]2[C:15]=1[O:37][C:32]([C:33]([CH3:36])([CH3:35])[CH3:34])=[N:31]2. (3) Given the reactants [C:1]([O:5][C:6]([N:8]1[CH2:13][CH2:12][C:11](=O)[C:10](=[CH:15]N(C)C)[CH2:9]1)=[O:7])([CH3:4])([CH3:3])[CH3:2].O.Cl.[C:21]([NH2:29])(=[NH:28])[C:22]1[CH:27]=[CH:26][CH:25]=[CH:24][CH:23]=1.[Na].[O-]CC, predict the reaction product. The product is: [C:1]([O:5][C:6]([N:8]1[CH2:13][CH2:12][C:11]2[N:28]=[C:21]([C:22]3[CH:27]=[CH:26][CH:25]=[CH:24][CH:23]=3)[N:29]=[CH:15][C:10]=2[CH2:9]1)=[O:7])([CH3:4])([CH3:2])[CH3:3].